This data is from Catalyst prediction with 721,799 reactions and 888 catalyst types from USPTO. The task is: Predict which catalyst facilitates the given reaction. (1) Reactant: C(=O)([O-])[O-].[K+].[K+].[Cl:7][C:8]1[C:17]2[C:12](=[CH:13][CH:14]=[CH:15][CH:16]=2)[C:11]([OH:18])=[CH:10][N:9]=1.Br[CH2:20][CH:21]([F:23])[F:22].O. Product: [Cl:7][C:8]1[C:17]2[C:12](=[CH:13][CH:14]=[CH:15][CH:16]=2)[C:11]([O:18][CH2:20][CH:21]([F:23])[F:22])=[CH:10][N:9]=1. The catalyst class is: 31. (2) Reactant: CC(=CC)C.[C:6]([O:10][C:11]([C@@:13]1([CH2:36][CH:37]=[O:38])[C@@H:17]([CH2:18][O:19][CH2:20][C:21]2[CH:26]=[CH:25][CH:24]=[CH:23][CH:22]=2)[C:16](=[O:27])[N:15]([C@@H:28]([C:30]2[CH:35]=[CH:34][CH:33]=[CH:32][CH:31]=2)[CH3:29])[CH2:14]1)=[O:12])([CH3:9])([CH3:8])[CH3:7].Cl([O-])=[O:40].[Na+].O.O.P([O-])(O)(O)=O.[Na+]. Product: [C:6]([O:10][C:11]([C@@:13]1([CH2:36][C:37]([OH:40])=[O:38])[C@@H:17]([CH2:18][O:19][CH2:20][C:21]2[CH:26]=[CH:25][CH:24]=[CH:23][CH:22]=2)[C:16](=[O:27])[N:15]([C@@H:28]([C:30]2[CH:35]=[CH:34][CH:33]=[CH:32][CH:31]=2)[CH3:29])[CH2:14]1)=[O:12])([CH3:9])([CH3:8])[CH3:7]. The catalyst class is: 371. (3) Reactant: [CH2:1]([N:6]1[C:14]2[C:9](=[CH:10][C:11]([C:15]([OH:17])=O)=[CH:12][CH:13]=2)[CH:8]=[CH:7]1)[CH2:2][CH2:3][CH2:4][CH3:5].F[P-](F)(F)(F)(F)F.N1(OC(N(C)C)=[N+](C)C)C2C=CC=CC=2N=N1.[N:42]1[C:51]2[C:46](=[CH:47][CH:48]=[CH:49][CH:50]=2)[CH:45]=[C:44]([NH2:52])[CH:43]=1. Product: [N:42]1[C:51]2[C:46](=[CH:47][CH:48]=[CH:49][CH:50]=2)[CH:45]=[C:44]([NH:52][C:15]([C:11]2[CH:10]=[C:9]3[C:14](=[CH:13][CH:12]=2)[N:6]([CH2:1][CH2:2][CH2:3][CH2:4][CH3:5])[CH:7]=[CH:8]3)=[O:17])[CH:43]=1. The catalyst class is: 10. (4) Reactant: [NH2:1][C:2]1[CH:7]=[CH:6][C:5]([C:8]#[N:9])=[CH:4][N:3]=1.C(N(CC)CC)C.[Cl:17][CH:18]([Cl:22])[C:19](Cl)=[O:20]. Product: [Cl:17][CH:18]([Cl:22])[C:19]([NH:1][C:2]1[CH:7]=[CH:6][C:5]([C:8]#[N:9])=[CH:4][N:3]=1)=[O:20]. The catalyst class is: 4. (5) Reactant: O[C@H:2]1[CH2:6][CH2:5][N:4]([C:7]2[CH:29]=[CH:28][C:10]([C:11]([NH:13][C:14]3[CH:19]=[CH:18][CH:17]=[CH:16][C:15]=3[NH:20]C(=O)OC(C)(C)C)=[O:12])=[CH:9][CH:8]=2)[CH2:3]1.[CH2:30]([N:32]=[C:33]=[O:34])[CH3:31].C(C(CCCC)C([O-])=[O:39])C.[Sn+2].C(C(CCCC)C([O-])=O)C. Product: [CH2:30]([NH:32][C:33](=[O:39])[O:34][C@H:6]1[CH2:2][CH2:3][N:4]([C:7]2[CH:29]=[CH:28][C:10]([C:11](=[O:12])[NH:13][C:14]3[CH:19]=[CH:18][CH:17]=[CH:16][C:15]=3[NH2:20])=[CH:9][CH:8]=2)[CH2:5]1)[CH3:31]. The catalyst class is: 620.